From a dataset of Reaction yield outcomes from USPTO patents with 853,638 reactions. Predict the reaction yield, written as a fraction of the theoretical maximum amount of product (1.0 means a 100% yield; for example, 0.34 means a 34% yield). (1) The product is [NH2:10][CH2:11][CH2:12][CH2:13][CH2:14][C:15]1[CH:20]=[CH:19][C:18]([O:21][CH2:22][C:23]([NH:24][CH2:25][CH2:26][CH2:27][N:28]([CH3:30])[CH3:29])=[O:31])=[CH:17][CH:16]=1. The reactants are C(OC(=O)[NH:10][CH2:11][CH2:12][CH2:13][CH2:14][C:15]1[CH:20]=[CH:19][C:18]([O:21][CH2:22][C:23](=[O:31])[NH:24][CH2:25][CH2:26][CH2:27][N:28]([CH3:30])[CH3:29])=[CH:17][CH:16]=1)C1C=CC=CC=1.[H][H]. The yield is 0.800. The catalyst is [Pd].CO. (2) The reactants are [F:8][C:7]([F:10])([F:9])[C:6](O[C:6](=[O:11])[C:7]([F:10])([F:9])[F:8])=[O:11].[C:14]([C:16]1[CH:28]=[CH:27][C:19]([CH2:20][CH:21]2[CH2:26][CH2:25][NH:24][CH2:23][CH2:22]2)=[CH:18][CH:17]=1)#[N:15]. The catalyst is ClCCl. The product is [F:10][C:7]([F:8])([F:9])[C:6]([N:24]1[CH2:23][CH2:22][CH:21]([CH2:20][C:19]2[CH:18]=[CH:17][C:16]([C:14]#[N:15])=[CH:28][CH:27]=2)[CH2:26][CH2:25]1)=[O:11]. The yield is 1.00. (3) The yield is 0.900. The reactants are [F:1][C:2]1[C:3]([CH:9]2[CH2:13][CH2:12][CH2:11][O:10]2)=[C:4]([CH:6]=[CH:7][CH:8]=1)[NH2:5].[Br:14]N1C(=O)CCC1=O. The product is [Br:14][C:8]1[CH:7]=[CH:6][C:4]([NH2:5])=[C:3]([CH:9]2[CH2:13][CH2:12][CH2:11][O:10]2)[C:2]=1[F:1]. The catalyst is C(OC)(C)(C)C.C(#N)C.CCCCCC.